Task: Predict the reactants needed to synthesize the given product.. Dataset: Full USPTO retrosynthesis dataset with 1.9M reactions from patents (1976-2016) (1) The reactants are: [CH2:1]([NH2:4])[CH:2]=[CH2:3].[C:5]([NH:9][C:10]1[C:11]2[S:19][CH:18]=[C:17]([CH3:20])[C:12]=2[N:13]=[C:14](Cl)[N:15]=1)([CH3:8])([CH3:7])[CH3:6]. Given the product [CH2:1]([NH:4][C:14]1[N:15]=[C:10]([NH:9][C:5]([CH3:8])([CH3:7])[CH3:6])[C:11]2[S:19][CH:18]=[C:17]([CH3:20])[C:12]=2[N:13]=1)[CH:2]=[CH2:3], predict the reactants needed to synthesize it. (2) Given the product [CH:5]1[C:4]2[C:7]3[CH2:8][NH:3][CH2:4][CH2:5][C:6]=3[N:3]3[C:8]=2[C:7]([CH2:6][CH2:5][CH2:4]3)=[CH:7][CH:6]=1, predict the reactants needed to synthesize it. The reactants are: Cl.O.[NH:3]1[CH2:8][CH2:7][C:6](=O)[CH2:5][CH2:4]1.Cl. (3) Given the product [CH2:1]([N:4]([C:5]1[CH:10]=[CH:9][CH:8]=[CH:7][CH:6]=1)[CH2:21][CH:22]([OH:23])[CH2:24][OH:17])[CH3:2], predict the reactants needed to synthesize it. The reactants are: [CH2:1]([N:4](CC)[C:5]1[CH:10]=[CH:9][CH:8]=[CH:7][CH:6]=1)[CH:2]=C.C[N+]1([O-])CC[O:17]CC1.[CH3:21][C:22]([CH3:24])=[O:23].O. (4) The reactants are: [Cl:1][C:2]1[CH:27]=[CH:26][C:5]([CH2:6][N:7]2[C:15]3[C:10](=[CH:11][C:12]([CH:16]=[C:17]4[S:21][C:20](SCC)=[N:19][C:18]4=[O:25])=[CH:13][CH:14]=3)[CH:9]=[N:8]2)=[C:4]([C:28]([F:31])([F:30])[F:29])[CH:3]=1.[CH3:32][N:33]1[CH:38]2[CH2:39][CH2:40][CH:34]1[CH2:35][NH:36][CH2:37]2. Given the product [Cl:1][C:2]1[CH:27]=[CH:26][C:5]([CH2:6][N:7]2[C:15]3[C:10](=[CH:11][C:12]([CH:16]=[C:17]4[S:21][C:20]([N:36]5[CH2:37][CH:38]6[N:33]([CH3:32])[CH:34]([CH2:40][CH2:39]6)[CH2:35]5)=[N:19][C:18]4=[O:25])=[CH:13][CH:14]=3)[CH:9]=[N:8]2)=[C:4]([C:28]([F:29])([F:30])[F:31])[CH:3]=1, predict the reactants needed to synthesize it. (5) Given the product [CH2:39]([O:38][C:36]([N:2]1[CH2:7][CH2:6][CH:5]([NH:8][C:9]([C:11]2[C:15]3[N:16]=[CH:17][N:18]=[C:19]([C:20]4[C:28]5[O:27][CH2:26][O:25][C:24]=5[CH:23]=[CH:22][C:21]=4[O:29][CH2:30][CH:31]4[CH2:32][CH2:33][CH2:34]4)[C:14]=3[NH:13][CH:12]=2)=[O:10])[CH2:4][CH2:3]1)=[O:37])[CH3:40], predict the reactants needed to synthesize it. The reactants are: Cl.[NH:2]1[CH2:7][CH2:6][CH:5]([NH:8][C:9]([C:11]2[C:15]3[N:16]=[CH:17][N:18]=[C:19]([C:20]4[C:28]5[O:27][CH2:26][O:25][C:24]=5[CH:23]=[CH:22][C:21]=4[O:29][CH2:30][CH:31]4[CH2:34][CH2:33][CH2:32]4)[C:14]=3[NH:13][CH:12]=2)=[O:10])[CH2:4][CH2:3]1.Cl[C:36]([O:38][CH2:39][CH3:40])=[O:37]. (6) Given the product [C:1]([CH:3]1[CH2:8][CH2:7][CH:6]([NH:9][C:10](=[O:19])[O:11][CH2:12][C:13]2[CH:14]=[CH:15][CH:16]=[CH:17][CH:18]=2)[CH2:5][CH2:4]1)(=[S:28])[NH2:2], predict the reactants needed to synthesize it. The reactants are: [C:1]([CH:3]1[CH2:8][CH2:7][CH:6]([NH:9][C:10](=[O:19])[O:11][CH2:12][C:13]2[CH:18]=[CH:17][CH:16]=[CH:15][CH:14]=2)[CH2:5][CH2:4]1)#[N:2].Cl.P(S)(=[S:28])(OCC)OCC.